From a dataset of Full USPTO retrosynthesis dataset with 1.9M reactions from patents (1976-2016). Predict the reactants needed to synthesize the given product. (1) Given the product [CH2:1]([O:8][C:9]1[CH:10]=[C:11]([CH:122]=[C:123]([O:133][CH2:134][C:135]2[CH:140]=[CH:139][CH:138]=[CH:137][CH:136]=2)[C:124]=1[O:125][CH2:126][C:127]1[CH:132]=[CH:131][CH:130]=[CH:129][CH:128]=1)[C:12]([C@@:14]1([OH:121])[C@@:20]([C:22](=[O:53])[C:23]2[CH:28]=[C:27]([O:29][CH2:30][C:31]3[CH:36]=[CH:35][CH:34]=[CH:33][CH:32]=3)[C:26]([O:37][CH2:38][C:39]3[CH:44]=[CH:43][CH:42]=[CH:41][CH:40]=3)=[C:25]([O:45][CH2:46][C:47]3[CH:48]=[CH:49][CH:50]=[CH:51][CH:52]=3)[CH:24]=2)([OH:21])[C@:19]([C:55](=[O:86])[C:56]2[CH:61]=[C:60]([O:62][CH2:63][C:64]3[CH:69]=[CH:68][CH:67]=[CH:66][CH:65]=3)[C:59]([O:70][CH2:71][C:72]3[CH:77]=[CH:76][CH:75]=[CH:74][CH:73]=3)=[C:58]([O:78][CH2:79][C:80]3[CH:85]=[CH:84][CH:83]=[CH:82][CH:81]=3)[CH:57]=2)([OH:54])[C@@H:18]([CH:87]([C:89](=[O:120])[C:90]2[CH:91]=[C:92]([O:112][CH2:113][C:114]3[CH:115]=[CH:116][CH:117]=[CH:118][CH:119]=3)[C:93]([O:104][CH2:105][C:106]3[CH:107]=[CH:108][CH:109]=[CH:110][CH:111]=3)=[C:94]([O:96][CH2:97][C:98]3[CH:99]=[CH:100][CH:101]=[CH:102][CH:103]=3)[CH:95]=2)[OH:88])[O:17][C@@H:15]1[OH:16])=[O:13])[C:2]1[CH:7]=[CH:6][CH:5]=[CH:4][CH:3]=1, predict the reactants needed to synthesize it. The reactants are: [CH2:1]([O:8][C:9]1[CH:10]=[C:11]([CH:122]=[C:123]([O:133][CH2:134][C:135]2[CH:140]=[CH:139][CH:138]=[CH:137][CH:136]=2)[C:124]=1[O:125][CH2:126][C:127]1[CH:132]=[CH:131][CH:130]=[CH:129][CH:128]=1)[C:12]([C@@:14]1([OH:121])[C@@:20]([C:22](=[O:53])[C:23]2[CH:28]=[C:27]([O:29][CH2:30][C:31]3[CH:36]=[CH:35][CH:34]=[CH:33][CH:32]=3)[C:26]([O:37][CH2:38][C:39]3[CH:44]=[CH:43][CH:42]=[CH:41][CH:40]=3)=[C:25]([O:45][CH2:46][C:47]3[CH:52]=[CH:51][CH:50]=[CH:49][CH:48]=3)[CH:24]=2)([OH:21])[C@:19]([C:55](=[O:86])[C:56]2[CH:61]=[C:60]([O:62][CH2:63][C:64]3[CH:69]=[CH:68][CH:67]=[CH:66][CH:65]=3)[C:59]([O:70][CH2:71][C:72]3[CH:77]=[CH:76][CH:75]=[CH:74][CH:73]=3)=[C:58]([O:78][CH2:79][C:80]3[CH:85]=[CH:84][CH:83]=[CH:82][CH:81]=3)[CH:57]=2)([OH:54])[C@@H:18]([CH:87]([C:89](=[O:120])[C:90]2[CH:95]=[C:94]([O:96][CH2:97][C:98]3[CH:103]=[CH:102][CH:101]=[CH:100][CH:99]=3)[C:93]([O:104][CH2:105][C:106]3[CH:111]=[CH:110][CH:109]=[CH:108][CH:107]=3)=[C:92]([O:112][CH2:113][C:114]3[CH:119]=[CH:118][CH:117]=[CH:116][CH:115]=3)[CH:91]=2)[OH:88])[O:17][CH:15]1[OH:16])=[O:13])[C:2]1[CH:7]=[CH:6][CH:5]=[CH:4][CH:3]=1. (2) Given the product [CH:1]1([C:4]2[CH:5]=[C:6]([CH:9]=[C:10]([O:13][CH2:15][CH2:16][CH3:17])[C:11]=2[I:12])[CH:7]=[O:8])[CH2:2][CH2:3]1, predict the reactants needed to synthesize it. The reactants are: [CH:1]1([C:4]2[CH:5]=[C:6]([CH:9]=[C:10]([OH:13])[C:11]=2[I:12])[CH:7]=[O:8])[CH2:3][CH2:2]1.I[CH2:15][CH2:16][CH3:17].C(=O)([O-])[O-].[K+].[K+].CN(C=O)C. (3) The reactants are: [F:1][C:2]1[C:7]([F:8])=[CH:6][C:5]([F:9])=[C:4]([F:10])[C:3]=1[OH:11].C(=O)([O-])[O-].[K+].[K+].Br[CH2:19][CH2:20][CH2:21][CH2:22][CH2:23][CH3:24].O. Given the product [CH2:19]([O:11][C:3]1[C:2]([F:1])=[C:7]([F:8])[CH:6]=[C:5]([F:9])[C:4]=1[F:10])[CH2:20][CH2:21][CH2:22][CH2:23][CH3:24], predict the reactants needed to synthesize it.